This data is from Catalyst prediction with 721,799 reactions and 888 catalyst types from USPTO. The task is: Predict which catalyst facilitates the given reaction. (1) Reactant: [CH3:1][N:2]1[CH2:9][C@@H:8]2[C@@H:4]([N:5]([C:10]3[CH:17]=[CH:16][C:13]([C:14]#[N:15])=[CH:12][CH:11]=3)[CH2:6][CH2:7]2)[CH2:3]1. Product: [CH3:1][N:2]1[CH2:9][C@@H:8]2[C@@H:4]([N:5]([C:10]3[CH:17]=[CH:16][C:13]([CH2:14][NH2:15])=[CH:12][CH:11]=3)[CH2:6][CH2:7]2)[CH2:3]1. The catalyst class is: 834. (2) Reactant: [C:1]([C:3]1[CH:4]=[C:5]([S:9](Cl)(=[O:11])=[O:10])[CH:6]=[CH:7][CH:8]=1)#[N:2].C(N(CC)CC)C.[NH:20]1[CH2:25][CH2:24][CH2:23][CH2:22][CH2:21]1. Product: [N:20]1([S:9]([C:5]2[CH:4]=[C:3]([CH:8]=[CH:7][CH:6]=2)[C:1]#[N:2])(=[O:11])=[O:10])[CH2:25][CH2:24][CH2:23][CH2:22][CH2:21]1. The catalyst class is: 4. (3) Reactant: [Br:1][C:2]1[CH:3]=[CH:4][C:5]([N+:16]([O-])=O)=[C:6]([NH:8][C:9]2[CH:14]=[CH:13][N:12]=[C:11]([NH2:15])[N:10]=2)[CH:7]=1.O.O.[Sn](Cl)Cl. Product: [NH2:16][C:5]1[CH:4]=[CH:3][C:2]([Br:1])=[CH:7][C:6]=1[NH:8][C:9]1[CH:14]=[CH:13][N:12]=[C:11]([NH2:15])[N:10]=1. The catalyst class is: 8.